Dataset: Forward reaction prediction with 1.9M reactions from USPTO patents (1976-2016). Task: Predict the product of the given reaction. (1) Given the reactants C(O[C:9]([N:11]([C:13]1[CH:14]=[CH:15][C:16]2[O:20][C:19]([C:21]([NH:23][C:24]3[CH:29]=[CH:28][C:27]([Cl:30])=[CH:26][N:25]=3)=[O:22])=[C:18]([NH:31][C:32]([C@H:34]3[CH2:39][CH2:38][C@H:37]([N:40]([CH3:42])[CH3:41])[CH2:36][CH2:35]3)=[O:33])[C:17]=2[CH:43]=1)C)=O)C1C=CC=CC=1.Br.C(OCC)C, predict the reaction product. The product is: [CH3:42][N:40]([CH3:41])[C@H:37]1[CH2:36][CH2:35][C@H:34]([C:32]([NH:31][C:18]2[C:17]3[CH:43]=[C:13]([NH:11][CH3:9])[CH:14]=[CH:15][C:16]=3[O:20][C:19]=2[C:21]([NH:23][C:24]2[CH:29]=[CH:28][C:27]([Cl:30])=[CH:26][N:25]=2)=[O:22])=[O:33])[CH2:39][CH2:38]1. (2) Given the reactants [N:1]1[C:6]2[CH2:7][CH2:8][N:9]([CH2:11][CH2:12][CH2:13][CH2:14][O:15][C:16]3[CH:25]=[C:24]4[C:19]([CH2:20][CH2:21][C:22](=[O:26])[NH:23]4)=[CH:18][CH:17]=3)[CH2:10][C:5]=2[CH:4]=[N:3][CH:2]=1.[C:27]1(N2C=C3CNCCC3=N2)[CH:32]=[CH:31]C=[CH:29][CH:28]=1, predict the reaction product. The product is: [C:2]1([N:3]2[CH:4]=[C:5]3[CH2:10][N:9]([CH2:11][CH2:12][CH2:13][CH2:14][O:15][C:16]4[CH:25]=[C:24]5[C:19]([CH2:20][CH2:21][C:22](=[O:26])[NH:23]5)=[CH:18][CH:17]=4)[CH2:8][CH2:7][C:6]3=[N:1]2)[CH:31]=[CH:32][CH:27]=[CH:28][CH:29]=1. (3) Given the reactants C1(C(=[N:14][C:15]([CH3:22])([CH2:18][CH2:19][CH2:20][F:21])[C:16]#[N:17])C2C=CC=CC=2)C=CC=CC=1.[ClH:23], predict the reaction product. The product is: [ClH:23].[NH2:14][C:15]([CH3:22])([CH2:18][CH2:19][CH2:20][F:21])[C:16]#[N:17]. (4) Given the reactants C([O:5][C:6](=[O:54])[C:7]1[CH:12]=[CH:11][CH:10]=[C:9]([CH2:13][C@H:14]([NH:28][C:29](=[O:51])/[C:30](/[C:34]2[N:35]=[C:36]([NH:39][C:40](=[O:50])[CH2:41][NH:42]C(OC(C)(C)C)=O)[S:37][CH:38]=2)=[N:31]\[O:32][CH3:33])[B:15]2[O:23]C3C(C)(C4CC(C3)C4(C)C)[O:16]2)[C:8]=1[O:52]C)(C)(C)C.B(Cl)(Cl)[Cl:56], predict the reaction product. The product is: [ClH:56].[NH2:42][CH2:41][C:40]([NH:39][C:36]1[S:37][CH:38]=[C:34](/[C:30](=[N:31]/[O:32][CH3:33])/[C:29]([NH:28][C@H:14]([B:15]([OH:23])[OH:16])[CH2:13][C:9]2[C:8]([OH:52])=[C:7]([CH:12]=[CH:11][CH:10]=2)[C:6]([OH:54])=[O:5])=[O:51])[N:35]=1)=[O:50]. (5) The product is: [C:27]([O:26][C:24]([N:21]1[CH2:22][CH2:23][C@@H:7]2[C@@H:8]([N:9]([CH2:13][C:14]([OH:16])=[O:15])[C:10]3[CH:11]=[CH:12][C:4]([Cl:3])=[C:5]([Cl:31])[C:6]=32)[CH2:19][CH2:20]1)=[O:25])([CH3:30])([CH3:28])[CH3:29]. Given the reactants [OH-].[K+].[Cl:3][C:4]1[CH:12]=[CH:11][C:10]2[N:9]([CH2:13][C:14]([O:16]CC)=[O:15])[C@H:8]3[CH2:19][CH2:20][N:21]([C:24]([O:26][C:27]([CH3:30])([CH3:29])[CH3:28])=[O:25])[CH2:22][CH2:23][C@H:7]3[C:6]=2[C:5]=1[Cl:31].Cl, predict the reaction product.